Dataset: Experimentally validated miRNA-target interactions with 360,000+ pairs, plus equal number of negative samples. Task: Binary Classification. Given a miRNA mature sequence and a target amino acid sequence, predict their likelihood of interaction. (1) The miRNA is hsa-miR-4669 with sequence UGUGUCCGGGAAGUGGAGGAGG. The protein sequence of the target gene is MMMMSLNSKQAFSMPHGGSLHVEPKYSALHSTSPGSSAPIAPSASSPSSSSNAGGGGGGGGGGGGGGGRSSSSSSSGSSGGGGSEAMRRACLPTPPSNIFGGLDESLLARAEALAAVDIVSQSKSHHHHPPHHSPFKPDATYHTMNTIPCTSAASSSSVPISHPSALAGTHHHHHHHHHHHHQPHQALEGELLEHLSPGLALGAMAGPDGAVVSTPAHAPHMATMNPMHQAALSMAHAHGLPSHMGCMSDVDADPRDLEAFAERFKQRRIKLGVTQADVGSALANLKIPGVGSLSQSTIC.... Result: 0 (no interaction). (2) The miRNA is mmu-miR-1981-5p with sequence GUAAAGGCUGGGCUUAGACGUGGC. Result: 0 (no interaction). The protein sequence of the target gene is MTSPEIASLSWGQMKVKGSNTTYKDCKVWPGGSRTWDWRETGTEHSPGVQPADVKEVVEKGVQTLVIGRGMSEALKVPSSTVEYLKKHGIDVRVLQTEQAVKEYNALVAQGVRVGGVFHSTC.